Dataset: Catalyst prediction with 721,799 reactions and 888 catalyst types from USPTO. Task: Predict which catalyst facilitates the given reaction. (1) Reactant: Cl.O.[NH:3]1[CH2:8][CH2:7][C:6](=[O:9])[CH2:5][CH2:4]1.[F:10][C:11]1[CH:16]=[CH:15][C:14]([CH:17]([C:23]2[CH:28]=[CH:27][C:26]([F:29])=[CH:25][CH:24]=2)[CH2:18][CH2:19][C:20](O)=[O:21])=[CH:13][CH:12]=1.[OH:30]N1C2C=CC=CC=2N=N1.Cl.C(N=C=NCCCN(C)C)C.C(N(CC)CC)C. The catalyst class is: 9. Product: [OH:9][C:6]1([OH:30])[CH2:7][CH2:8][N:3]([C:20](=[O:21])[CH2:19][CH2:18][CH:17]([C:23]2[CH:28]=[CH:27][C:26]([F:29])=[CH:25][CH:24]=2)[C:14]2[CH:13]=[CH:12][C:11]([F:10])=[CH:16][CH:15]=2)[CH2:4][CH2:5]1. (2) Reactant: [Si]([O:8][CH2:9][CH2:10][NH:11][C:12]1[C:13]([NH2:20])=[CH:14][C:15]([F:19])=[C:16]([F:18])[CH:17]=1)(C(C)(C)C)(C)C.CN(C=O)C.OOS([O-])=O.[K+].[F:32][C:33]1[CH:34]=[N:35][CH:36]=[C:37]([CH:40]=1)[CH:38]=O. Product: [F:19][C:15]1[C:16]([F:18])=[CH:17][C:12]2[N:11]([CH2:10][CH2:9][OH:8])[C:38]([C:37]3[CH:36]=[N:35][CH:34]=[C:33]([F:32])[CH:40]=3)=[N:20][C:13]=2[CH:14]=1. The catalyst class is: 6. (3) Reactant: Br.[Br:2][CH2:3][CH2:4][NH2:5].[C:6](O[C:6]([O:8][C:9]([CH3:12])([CH3:11])[CH3:10])=[O:7])([O:8][C:9]([CH3:12])([CH3:11])[CH3:10])=[O:7].C(N(CC)CC)C. Product: [Br:2][CH2:3][CH2:4][NH:5][C:6](=[O:7])[O:8][C:9]([CH3:12])([CH3:11])[CH3:10]. The catalyst class is: 112. (4) Reactant: Br[C:2]1[CH:3]=[C:4]2[C:9](=[CH:10][CH:11]=1)[C:8](=[O:12])[NH:7][N:6]=[C:5]2[Cl:13].[F:14][C:15]([F:29])([F:28])[C:16]1[CH:21]=[CH:20][CH:19]=[C:18]([N:22]2[CH2:27][CH2:26][NH:25][CH2:24][CH2:23]2)[CH:17]=1.C1C=CC(P(C2C(C3C(P(C4C=CC=CC=4)C4C=CC=CC=4)=CC=C4C=3C=CC=C4)=C3C(C=CC=C3)=CC=2)C2C=CC=CC=2)=CC=1.CC([O-])(C)C.[Na+]. Product: [Cl:13][C:5]1[C:4]2[C:9](=[CH:10][CH:11]=[C:2]([N:25]3[CH2:24][CH2:23][N:22]([C:18]4[CH:19]=[CH:20][CH:21]=[C:16]([C:15]([F:28])([F:29])[F:14])[CH:17]=4)[CH2:27][CH2:26]3)[CH:3]=2)[C:8](=[O:12])[NH:7][N:6]=1. The catalyst class is: 686.